This data is from HIV replication inhibition screening data with 41,000+ compounds from the AIDS Antiviral Screen. The task is: Binary Classification. Given a drug SMILES string, predict its activity (active/inactive) in a high-throughput screening assay against a specified biological target. (1) The result is 0 (inactive). The molecule is Cc1ccc(S(=O)(=O)ON=C(CCC(=NOS(=O)(=O)c2ccc(C)cc2)c2ccccc2)c2ccccc2)cc1. (2) The molecule is CC(=O)OC12c3ccccc3C1CCCCCC21OCCCO1. The result is 0 (inactive). (3) The molecule is O=C(CCc1cccc(O)c1)NCCc1ccc(O)cc1. The result is 0 (inactive). (4) The drug is CC1=NC(C(C)C)C(=O)O1. The result is 0 (inactive). (5) The compound is CC(=O)N1CCCCCC1=O. The result is 0 (inactive).